From a dataset of Catalyst prediction with 721,799 reactions and 888 catalyst types from USPTO. Predict which catalyst facilitates the given reaction. (1) Reactant: [Br:1][C:2]1[CH:7]=[C:6]([N+:8]([O-])=O)[CH:5]=[C:4]([Br:11])[N:3]=1.N.O. Product: [Br:1][C:2]1[CH:7]=[C:6]([NH2:8])[CH:5]=[C:4]([Br:11])[N:3]=1. The catalyst class is: 7. (2) Reactant: [CH:1]([N:4]([CH3:22])[C@@H:5]1[CH2:10][CH2:9][C@H:8]([NH2:11])[C@H:7]([CH2:12][S:13]([C:16]2[CH:21]=[CH:20][CH:19]=[CH:18][CH:17]=2)(=[O:15])=[O:14])[CH2:6]1)([CH3:3])[CH3:2].Cl.CN(C)CCCN=C=NCC.O.ON1C2C=CC=CC=2N=N1.CCN(CC)CC.[N:53]1[CH:58]=[CH:57][CH:56]=[C:55]([CH2:59][CH2:60][C:61](O)=[O:62])[CH:54]=1. Product: [CH:1]([N:4]([CH3:22])[C@@H:5]1[CH2:10][CH2:9][C@H:8]([NH:11][C:61](=[O:62])[CH2:60][CH2:59][C:55]2[CH:54]=[N:53][CH:58]=[CH:57][CH:56]=2)[C@H:7]([CH2:12][S:13]([C:16]2[CH:17]=[CH:18][CH:19]=[CH:20][CH:21]=2)(=[O:14])=[O:15])[CH2:6]1)([CH3:3])[CH3:2]. The catalyst class is: 2. (3) The catalyst class is: 385. Reactant: Br[C-:2]1[CH:6]=[CH:5][CH:4]=[CH:3]1.[C:7]1([Si:13]([C:25]2[CH:30]=[CH:29][CH:28]=[CH:27][CH:26]=2)([C:19]2[CH:24]=[CH:23][CH:22]=[CH:21][CH:20]=2)[C-:14]2[CH:18]=[CH:17][CH:16]=[CH:15]2)[CH:12]=[CH:11][CH:10]=[CH:9][CH:8]=1.[Fe+2:31].C([Li])CCC.C(=O)=O.CC(C)=O.[CH3:44][N+:45]([CH3:47])=[CH2:46].[I-]. Product: [CH3:44][N:45]([CH2:47][C-:2]1[CH:6]=[CH:5][CH:4]=[CH:3]1)[CH3:46].[C:25]1([Si:13]([C:7]2[CH:8]=[CH:9][CH:10]=[CH:11][CH:12]=2)([C:19]2[CH:20]=[CH:21][CH:22]=[CH:23][CH:24]=2)[C-:14]2[CH:18]=[CH:17][CH:16]=[CH:15]2)[CH:26]=[CH:27][CH:28]=[CH:29][CH:30]=1.[Fe+2:31]. (4) Reactant: [Br:1][C:2]1[C:3](=[O:21])[N:4]([C:10]2[CH:11]=[C:12]([CH:17]=[CH:18][C:19]=2[CH3:20])[C:13]([O:15][CH3:16])=[O:14])[C:5]([CH3:9])=[CH:6][C:7]=1[OH:8].CN(C)C=O.C([O-])([O-])=O.[K+].[K+].[F:33][C:34]1[CH:41]=[C:40]([F:42])[CH:39]=[CH:38][C:35]=1[CH2:36]Cl. Product: [F:33][C:34]1[CH:41]=[C:40]([F:42])[CH:39]=[CH:38][C:35]=1[CH2:36][O:8][C:7]1[CH:6]=[C:5]([CH3:9])[N:4]([C:10]2[CH:11]=[C:12]([CH:17]=[CH:18][C:19]=2[CH3:20])[C:13]([O:15][CH3:16])=[O:14])[C:3](=[O:21])[C:2]=1[Br:1]. The catalyst class is: 6.